This data is from HIV replication inhibition screening data with 41,000+ compounds from the AIDS Antiviral Screen. The task is: Binary Classification. Given a drug SMILES string, predict its activity (active/inactive) in a high-throughput screening assay against a specified biological target. (1) The compound is CCOC(=O)C1([Se]c2ccccc2)CCCC1=O. The result is 0 (inactive). (2) The compound is Nc1ncnc2c1ncn2C1CC1CO. The result is 0 (inactive). (3) The drug is CCCCNC(=S)Nc1nc(C(=O)NNC(=S)Nc2ccccc2)cs1. The result is 1 (active). (4) The compound is CCN(CC)c1ccc2cc(S(=O)(=O)c3ccccc3)c(=O)oc2c1. The result is 0 (inactive). (5) The molecule is O=C(NC(=Cc1ccc(C=C(NC(=O)c2ccccc2)c2nc3ccc([N+](=O)[O-])cc3[nH]2)cc1)c1nc2cc([N+](=O)[O-])ccc2[nH]1)c1ccccc1. The result is 0 (inactive). (6) The compound is CC(=O)Nc1cc2ccc(C)nc2c2nc(C)ccc12. The result is 0 (inactive). (7) The drug is O=C(O)C1=C(C(=O)Nc2ccccc2)C2C=CC1C2. The result is 0 (inactive). (8) The molecule is O=C(O)c1ccc2c(c1)C(=O)N(c1ccc(S(=O)(=O)c3ccc(N4C(=O)c5ccc(C(=O)O)cc5C4=O)cc3)cc1)C2=O. The result is 0 (inactive). (9) The drug is C#CCNC(CS)C(=O)O. The result is 0 (inactive).